From a dataset of Forward reaction prediction with 1.9M reactions from USPTO patents (1976-2016). Predict the product of the given reaction. (1) Given the reactants [F:1][C:2]1[CH:7]=[C:6]([O:8][CH3:9])[CH:5]=[C:4]([F:10])[C:3]=1[CH:11]([O:15][CH3:16])[C:12]([OH:14])=O.Cl.[NH2:18][CH2:19][C:20]1[CH:27]=[CH:26][C:23]([C:24]#[N:25])=[CH:22][C:21]=1[OH:28], predict the reaction product. The product is: [C:24]([C:23]1[CH:26]=[CH:27][C:20]([CH2:19][NH:18][C:12](=[O:14])[CH:11]([C:3]2[C:4]([F:10])=[CH:5][C:6]([O:8][CH3:9])=[CH:7][C:2]=2[F:1])[O:15][CH3:16])=[C:21]([OH:28])[CH:22]=1)#[N:25]. (2) Given the reactants [Cl:1][C:2]1[CH:7]=[CH:6][C:5]([C@H:8]2[N:15]3[C:11]([S:12][C:13]([C:19]([OH:21])=O)=[C:14]3[CH:16]([CH3:18])[CH3:17])=[N:10][C@:9]2([C:23]2[CH:28]=[CH:27][C:26]([Cl:29])=[CH:25][CH:24]=2)[CH3:22])=[CH:4][CH:3]=1.Cl.[C:31]([N:34]1[CH2:39][CH2:38][NH:37][CH2:36][C@@H:35]1[CH3:40])(=[O:33])[CH3:32], predict the reaction product. The product is: [C:31]([N:34]1[CH2:39][CH2:38][N:37]([C:19]([C:13]2[S:12][C:11]3=[N:10][C@:9]([C:23]4[CH:28]=[CH:27][C:26]([Cl:29])=[CH:25][CH:24]=4)([CH3:22])[C@@H:8]([C:5]4[CH:6]=[CH:7][C:2]([Cl:1])=[CH:3][CH:4]=4)[N:15]3[C:14]=2[CH:16]([CH3:18])[CH3:17])=[O:21])[CH2:36][C@@H:35]1[CH3:40])(=[O:33])[CH3:32]. (3) Given the reactants [3H]C(N1CCC(C(C2C=CC(F)=CC=2)=O)CC1)(C(N1[C:17](=O)[NH:16][C:15]2[CH:14]=[CH:13][CH:12]=[CH:11][C:10]=2[C:8]1=O)([3H])[3H])[3H].[CH2:34](O)[C:35]([NH2:40])(CO)CO.Cl.CS(C)=[O:45], predict the reaction product. The product is: [CH:13]1[C:12]([OH:45])=[CH:11][C:10]2[C:8]([CH2:34][CH2:35][NH2:40])=[CH:17][NH:16][C:15]=2[CH:14]=1. (4) Given the reactants C(N(CC)CC)C.[CH:8]([C:10]1[C:18]2[C:13](=[CH:14][CH:15]=[CH:16][CH:17]=2)[N:12](C(OC(C)(C)C)=O)[CH:11]=1)=[O:9].[N:26]1[C:27]([CH:35]=[N:36][C:37]2[CH:42]=[CH:41][CH:40]=[C:39]([O:43][CH3:44])[CH:38]=2)=[CH:28][N:29]2[C:34]=1[CH:33]=[CH:32][CH:31]=[N:30]2, predict the reaction product. The product is: [N:26]1[C:27]([CH:35]([NH:36][C:37]2[CH:42]=[CH:41][CH:40]=[C:39]([O:43][CH3:44])[CH:38]=2)[C:8]([C:10]2[C:18]3[C:13](=[CH:14][CH:15]=[CH:16][CH:17]=3)[NH:12][CH:11]=2)=[O:9])=[CH:28][N:29]2[C:34]=1[CH:33]=[CH:32][CH:31]=[N:30]2. (5) Given the reactants [N+](C1C=CC(C[O:11][C:12]([C:14]2[N:15]3[CH:18]([CH:19]([CH3:38])[C:20]=2OP(OC2C=CC=CC=2)(OC2C=CC=CC=2)=O)[CH:17]([C@H:39]([OH:41])[CH3:40])[C:16]3=[O:42])=[O:13])=CC=1)([O-])=[O:2].[N+](C1C=CC(COC([N:54]2[CH2:58][C@@H:57]([SH:59])[CH2:56][C@H:55]2NC(N(C)C)=O)=O)=CC=1)([O-])=[O:44].[CH2:68]([N:70]([CH:74](C)C)[CH:71](C)C)C.C(OCC)(=[O:79])C, predict the reaction product. The product is: [CH3:38][C@H:19]1[C:20]([S:59][C@@H:57]2[CH2:58][NH:54][C@H:55]([C:68]([N:70]([CH3:74])[CH3:71])=[O:79])[CH2:56]2)=[C:14]([C:12]([OH:11])=[O:13])[N:15]2[C@H:18]1[C@@H:17]([C@H:39]([OH:41])[CH3:40])[C:16]2=[O:42].[OH2:2].[OH2:44].[OH2:2]. (6) Given the reactants [CH:1]1([C:5]2[CH:10]=[CH:9][C:8]([C:11]3[N:12]=[CH:13][C:14]([NH2:17])=[N:15][CH:16]=3)=[C:7]([F:18])[C:6]=2[O:19][CH2:20][CH:21]2[CH2:23][O:22]2)[CH2:4][CH2:3][CH2:2]1.[NH2:24][C:25]1[CH:29]=[CH:28][NH:27][N:26]=1.C(S([O-])(=O)=O)(F)(F)F.C(S([O-])(=O)=O)(F)(F)F.C(S([O-])(=O)=O)(F)(F)F.[Yb+3], predict the reaction product. The product is: [NH:26]1[C:25]([NH:24][CH2:23][CH:21]([OH:22])[CH2:20][O:19][C:6]2[C:5]([CH:1]3[CH2:4][CH2:3][CH2:2]3)=[CH:10][CH:9]=[C:8]([C:11]3[CH:16]=[N:15][C:14]([NH2:17])=[CH:13][N:12]=3)[C:7]=2[F:18])=[CH:29][CH:28]=[N:27]1. (7) Given the reactants [NH:1]([C:3]1[N:4]=[C:5]2[CH:11]=[CH:10][N:9](S(C3C=CC(C)=CC=3)(=O)=O)[C:6]2=[N:7][CH:8]=1)[NH2:2].[O:22]1[CH2:27][CH2:26][CH:25]([CH:28]=O)[CH2:24][CH2:23]1.C(O)(=O)C.C(O)(=O)C.IC1C=CC=CC=1.[OH-].[Na+], predict the reaction product. The product is: [O:22]1[CH2:27][CH2:26][CH:25]([C:28]2[N:4]3[C:5]4[CH:11]=[CH:10][NH:9][C:6]=4[N:7]=[CH:8][C:3]3=[N:1][N:2]=2)[CH2:24][CH2:23]1.